Task: Predict the reactants needed to synthesize the given product.. Dataset: Full USPTO retrosynthesis dataset with 1.9M reactions from patents (1976-2016) Given the product [F:1][C:2]1[CH:3]=[C:4]([CH:14]([NH:16][C:17]([C:19]2[N:20]=[C:21]([O:34][C:30]3[CH:31]=[CH:32][CH:33]=[C:28]([CH:25]([CH3:27])[CH3:26])[CH:29]=3)[O:22][CH:23]=2)=[O:18])[CH3:15])[CH:5]=[C:6]([F:13])[C:7]=1[NH:8][S:9]([CH3:12])(=[O:11])=[O:10], predict the reactants needed to synthesize it. The reactants are: [F:1][C:2]1[CH:3]=[C:4]([CH:14]([NH:16][C:17]([C:19]2[N:20]=[C:21](Cl)[O:22][CH:23]=2)=[O:18])[CH3:15])[CH:5]=[C:6]([F:13])[C:7]=1[NH:8][S:9]([CH3:12])(=[O:11])=[O:10].[CH:25]([C:28]1[CH:29]=[C:30]([OH:34])[CH:31]=[CH:32][CH:33]=1)([CH3:27])[CH3:26].